This data is from Forward reaction prediction with 1.9M reactions from USPTO patents (1976-2016). The task is: Predict the product of the given reaction. (1) Given the reactants [F:1][C:2]1[CH:3]=[C:4]2[C:8](=[CH:9][CH:10]=1)[NH:7][CH2:6][CH2:5]2.Cl[S:12]([C:15]1[CH:16]=[C:17]2[C:21](=[CH:22][CH:23]=1)[NH:20][C:19](=[O:24])[CH2:18]2)(=[O:14])=[O:13].N1C=CC=CC=1, predict the reaction product. The product is: [F:1][C:2]1[CH:3]=[C:4]2[C:8](=[CH:9][CH:10]=1)[N:7]([S:12]([C:15]1[CH:16]=[C:17]3[C:21](=[CH:22][CH:23]=1)[NH:20][C:19](=[O:24])[CH2:18]3)(=[O:13])=[O:14])[CH2:6][CH2:5]2. (2) The product is: [CH3:22][NH:21][C:19](=[O:20])[C@:18]([CH3:33])([N:17]([CH3:34])[C:15](=[O:16])[C:14]1[CH:35]=[CH:36][C:11]([C:10]#[C:9][C:6]2[CH:7]=[CH:8][C:3]([CH2:1][NH:41][CH:39]3[CH2:40][O:37][CH2:38]3)=[CH:4][CH:5]=2)=[CH:12][CH:13]=1)[C:23]([NH:25][O:26][CH:27]1[CH2:32][CH2:31][CH2:30][CH2:29][O:28]1)=[O:24]. Given the reactants [CH:1]([C:3]1[CH:8]=[CH:7][C:6]([C:9]#[C:10][C:11]2[CH:36]=[CH:35][C:14]([C:15]([N:17]([CH3:34])[C@:18]([CH3:33])([C:23]([NH:25][O:26][CH:27]3[CH2:32][CH2:31][CH2:30][CH2:29][O:28]3)=[O:24])[C:19]([NH:21][CH3:22])=[O:20])=[O:16])=[CH:13][CH:12]=2)=[CH:5][CH:4]=1)=O.[O:37]1[CH2:40][CH:39]([NH2:41])[CH2:38]1, predict the reaction product. (3) Given the reactants [OH:1][CH2:2][C@@H:3]1[O:7][C:6](=[O:8])[N:5]([C:9]2[CH:14]=[CH:13][C:12]([S:15][CH3:16])=[CH:11][CH:10]=2)[CH2:4]1.C(OC[C@@H]1OC1)(=O)CCC.O[C:28]1[CH:32]=[CH:31][O:30][N:29]=1.CC(OC(/N=N/C(OC(C)C)=O)=O)C.C1(P(C2C=CC=CC=2)C2C=CC=CC=2)C=CC=CC=1, predict the reaction product. The product is: [O:30]1[CH:31]=[CH:32][C:28]([O:1][CH2:2][C@@H:3]2[O:7][C:6](=[O:8])[N:5]([C:9]3[CH:14]=[CH:13][C:12]([S:15][CH3:16])=[CH:11][CH:10]=3)[CH2:4]2)=[N:29]1. (4) Given the reactants [C:1]1([N:7]2[CH2:12][CH2:11][N:10]([C:13]([O:15][CH2:16][CH2:17][N:18]3[CH2:23][CH2:22][N:21](C(OC(C)(C)C)=O)[CH2:20][CH2:19]3)=[O:14])[CH2:9][CH2:8]2)[CH:6]=[CH:5][CH:4]=[CH:3][CH:2]=1.CCOCC.C(Cl)[Cl:37], predict the reaction product. The product is: [ClH:37].[ClH:37].[ClH:37].[C:1]1([N:7]2[CH2:12][CH2:11][N:10]([C:13]([O:15][CH2:16][CH2:17][N:18]3[CH2:23][CH2:22][NH:21][CH2:20][CH2:19]3)=[O:14])[CH2:9][CH2:8]2)[CH:2]=[CH:3][CH:4]=[CH:5][CH:6]=1.